Dataset: NCI-60 drug combinations with 297,098 pairs across 59 cell lines. Task: Regression. Given two drug SMILES strings and cell line genomic features, predict the synergy score measuring deviation from expected non-interaction effect. (1) Drug 1: C1=C(C(=O)NC(=O)N1)F. Drug 2: CC(C1=C(C=CC(=C1Cl)F)Cl)OC2=C(N=CC(=C2)C3=CN(N=C3)C4CCNCC4)N. Cell line: NCI-H460. Synergy scores: CSS=39.3, Synergy_ZIP=-4.97, Synergy_Bliss=-12.2, Synergy_Loewe=-13.1, Synergy_HSA=-10.8. (2) Drug 1: CS(=O)(=O)CCNCC1=CC=C(O1)C2=CC3=C(C=C2)N=CN=C3NC4=CC(=C(C=C4)OCC5=CC(=CC=C5)F)Cl. Drug 2: CCC1(CC2CC(C3=C(CCN(C2)C1)C4=CC=CC=C4N3)(C5=C(C=C6C(=C5)C78CCN9C7C(C=CC9)(C(C(C8N6C)(C(=O)OC)O)OC(=O)C)CC)OC)C(=O)OC)O.OS(=O)(=O)O. Cell line: IGROV1. Synergy scores: CSS=13.8, Synergy_ZIP=-6.05, Synergy_Bliss=0.142, Synergy_Loewe=-1.88, Synergy_HSA=0.0184. (3) Drug 1: CC1=C(C(CCC1)(C)C)C=CC(=CC=CC(=CC(=O)O)C)C. Drug 2: C#CCC(CC1=CN=C2C(=N1)C(=NC(=N2)N)N)C3=CC=C(C=C3)C(=O)NC(CCC(=O)O)C(=O)O. Cell line: SF-295. Synergy scores: CSS=30.7, Synergy_ZIP=3.56, Synergy_Bliss=1.22, Synergy_Loewe=-20.3, Synergy_HSA=-2.05. (4) Drug 1: CCC1=CC2CC(C3=C(CN(C2)C1)C4=CC=CC=C4N3)(C5=C(C=C6C(=C5)C78CCN9C7C(C=CC9)(C(C(C8N6C)(C(=O)OC)O)OC(=O)C)CC)OC)C(=O)OC.C(C(C(=O)O)O)(C(=O)O)O. Drug 2: C(CN)CNCCSP(=O)(O)O. Cell line: SW-620. Synergy scores: CSS=39.6, Synergy_ZIP=-1.16, Synergy_Bliss=-2.78, Synergy_Loewe=-47.0, Synergy_HSA=-1.83. (5) Drug 1: CC1=C(C=C(C=C1)NC(=O)C2=CC=C(C=C2)CN3CCN(CC3)C)NC4=NC=CC(=N4)C5=CN=CC=C5. Drug 2: CC1=C(C(=CC=C1)Cl)NC(=O)C2=CN=C(S2)NC3=CC(=NC(=N3)C)N4CCN(CC4)CCO. Cell line: OVCAR-5. Synergy scores: CSS=10.3, Synergy_ZIP=-2.29, Synergy_Bliss=-0.717, Synergy_Loewe=-2.15, Synergy_HSA=-1.77.